Dataset: Catalyst prediction with 721,799 reactions and 888 catalyst types from USPTO. Task: Predict which catalyst facilitates the given reaction. Reactant: [F:1][C:2]1[CH:7]=[CH:6][C:5]([N:8]2[C:12](=[O:13])[CH2:11][S:10][C:9]2=[S:14])=[CH:4][CH:3]=1.[CH2:15]([O:17][C:18]1[CH:19]=[C:20]([CH:23]=[CH:24][C:25]=1[OH:26])[CH:21]=O)[CH3:16].C([O-])(=O)C.[Na+].O. Product: [F:1][C:2]1[CH:3]=[CH:4][C:5]([N:8]2[C:12](=[O:13])[C:11](=[CH:21][C:20]3[CH:23]=[CH:24][C:25]([OH:26])=[C:18]([O:17][CH2:15][CH3:16])[CH:19]=3)[S:10][C:9]2=[S:14])=[CH:6][CH:7]=1. The catalyst class is: 15.